Dataset: Reaction yield outcomes from USPTO patents with 853,638 reactions. Task: Predict the reaction yield, written as a fraction of the theoretical maximum amount of product (1.0 means a 100% yield; for example, 0.34 means a 34% yield). (1) The product is [I:12][C:13]1[C:21]2[C:16](=[CH:17][CH:18]=[C:19]([C:22]([NH:5][C@@H:4]([C:6]3[CH:11]=[CH:10][CH:9]=[CH:8][CH:7]=3)[CH2:3][O:2][CH3:1])=[O:23])[CH:20]=2)[NH:15][N:14]=1. The yield is 0.680. The reactants are [CH3:1][O:2][CH2:3][C@H:4]([C:6]1[CH:11]=[CH:10][CH:9]=[CH:8][CH:7]=1)[NH2:5].[I:12][C:13]1[C:21]2[C:16](=[CH:17][CH:18]=[C:19]([C:22](O)=[O:23])[CH:20]=2)[NH:15][N:14]=1.CN(C(ON1N=NC2C=CC=CC1=2)=[N+](C)C)C.[B-](F)(F)(F)F.CCN(C(C)C)C(C)C. The catalyst is CN(C=O)C. (2) The reactants are [Cl:1][C:2]1[CH:3]=[C:4]([NH:9][C:10]2[C:19]3[C:14](=[CH:15][C:16]([O:22][CH2:23][C:24]4[N:25]=[C:26]([CH:29]5[CH2:34][CH2:33][NH:32][CH2:31][CH2:30]5)[S:27][CH:28]=4)=[C:17]([O:20][CH3:21])[CH:18]=3)[N:13]=[CH:12][N:11]=2)[CH:5]=[CH:6][C:7]=1[Cl:8].[CH2:35]=O. The catalyst is C(O)=O. The product is [ClH:1].[Cl:1][C:2]1[CH:3]=[C:4]([NH:9][C:10]2[C:19]3[C:14](=[CH:15][C:16]([O:22][CH2:23][C:24]4[N:25]=[C:26]([CH:29]5[CH2:34][CH2:33][N:32]([CH3:35])[CH2:31][CH2:30]5)[S:27][CH:28]=4)=[C:17]([O:20][CH3:21])[CH:18]=3)[N:13]=[CH:12][N:11]=2)[CH:5]=[CH:6][C:7]=1[Cl:8]. The yield is 0.370. (3) The product is [Cl:1][C:2]1[CH:7]=[CH:6][C:5]([NH:8][C:9](=[O:11])[CH3:10])=[C:4]([F:12])[C:3]=1[CH2:13][OH:14]. The catalyst is CO. The yield is 0.950. The reactants are [Cl:1][C:2]1[CH:7]=[CH:6][C:5]([NH:8][C:9](=[O:11])[CH3:10])=[C:4]([F:12])[C:3]=1[CH:13]=[O:14].[BH4-].[Na+]. (4) The reactants are C1C=CC(P(C2C=CC=CC=2)C2C=CC=CC=2)=CC=1.[CH3:20][O:21][C:22](=[O:64])[C:23]1[CH:28]=[CH:27][C:26]([O:29][CH2:30][CH2:31][C:32]2[C:40]3[C:35](=[CH:36][CH:37]=[C:38]([Cl:41])[CH:39]=3)[N:34]([CH:42]([C:49]3[CH:54]=[CH:53][CH:52]=[CH:51][CH:50]=3)[C:43]3[CH:48]=[CH:47][CH:46]=[CH:45][CH:44]=3)[C:33]=2[CH2:55][CH2:56][N:57]=[N+]=[N-])=[CH:25][C:24]=1[O:60][CH:61]([CH3:63])[CH3:62].O. The catalyst is C1COCC1. The product is [CH3:20][O:21][C:22](=[O:64])[C:23]1[CH:28]=[CH:27][C:26]([O:29][CH2:30][CH2:31][C:32]2[C:40]3[C:35](=[CH:36][CH:37]=[C:38]([Cl:41])[CH:39]=3)[N:34]([CH:42]([C:43]3[CH:44]=[CH:45][CH:46]=[CH:47][CH:48]=3)[C:49]3[CH:54]=[CH:53][CH:52]=[CH:51][CH:50]=3)[C:33]=2[CH2:55][CH2:56][NH2:57])=[CH:25][C:24]=1[O:60][CH:61]([CH3:62])[CH3:63]. The yield is 0.210. (5) The reactants are Br[C:2]1[N:3]=[C:4]2[C:8](=[N:9][CH:10]=1)[NH:7][CH:6]=[CH:5]2.[Br:11][C:12]1[CH:17]=[CH:16][C:15](B(O)O)=[C:14]([F:21])[CH:13]=1.C(Cl)Cl.C([O-])([O-])=O.[K+].[K+]. The catalyst is C1C=CC(P(C2C=CC=CC=2)[C-]2C=CC=C2)=CC=1.C1C=CC(P(C2C=CC=CC=2)[C-]2C=CC=C2)=CC=1.Cl[Pd]Cl.[Fe+2].O.O1CCOCC1. The product is [Br:11][C:12]1[CH:17]=[CH:16][C:15]([C:2]2[N:3]=[C:4]3[CH:5]=[CH:6][NH:7][C:8]3=[N:9][CH:10]=2)=[C:14]([F:21])[CH:13]=1. The yield is 0.350. (6) The reactants are [CH3:1][O:2][C:3]1[CH:4]=[C:5]([NH:11][C:12]2[C:13]3[N:29]=[CH:28][S:27][C:14]=3[N:15]=[C:16]([N:18]3[CH2:23][CH2:22][CH2:21][CH:20]([C:24]([OH:26])=O)[CH2:19]3)[N:17]=2)[CH:6]=[CH:7][C:8]=1[O:9][CH3:10].[NH2:30][C:31]1[CH:32]=[C:33]2[C:37](=[CH:38][CH:39]=1)[NH:36][C:35](=[O:40])[CH2:34]2.CN1C=CN=C1.CCN=C=NCCCN(C)C. The catalyst is ClCCl. The product is [CH3:1][O:2][C:3]1[CH:4]=[C:5]([NH:11][C:12]2[C:13]3[N:29]=[CH:28][S:27][C:14]=3[N:15]=[C:16]([N:18]3[CH2:23][CH2:22][CH2:21][CH:20]([C:24]([NH:30][C:31]4[CH:32]=[C:33]5[C:37](=[CH:38][CH:39]=4)[NH:36][C:35](=[O:40])[CH2:34]5)=[O:26])[CH2:19]3)[N:17]=2)[CH:6]=[CH:7][C:8]=1[O:9][CH3:10]. The yield is 0.518.